This data is from NCI-60 drug combinations with 297,098 pairs across 59 cell lines. The task is: Regression. Given two drug SMILES strings and cell line genomic features, predict the synergy score measuring deviation from expected non-interaction effect. (1) Drug 1: CN1CCC(CC1)COC2=C(C=C3C(=C2)N=CN=C3NC4=C(C=C(C=C4)Br)F)OC. Drug 2: CC1=C(C=C(C=C1)C(=O)NC2=CC(=CC(=C2)C(F)(F)F)N3C=C(N=C3)C)NC4=NC=CC(=N4)C5=CN=CC=C5. Cell line: UO-31. Synergy scores: CSS=19.0, Synergy_ZIP=-6.32, Synergy_Bliss=-1.04, Synergy_Loewe=-4.94, Synergy_HSA=-0.662. (2) Drug 1: CCCS(=O)(=O)NC1=C(C(=C(C=C1)F)C(=O)C2=CNC3=C2C=C(C=N3)C4=CC=C(C=C4)Cl)F. Drug 2: CC1C(C(=O)NC(C(=O)N2CCCC2C(=O)N(CC(=O)N(C(C(=O)O1)C(C)C)C)C)C(C)C)NC(=O)C3=C4C(=C(C=C3)C)OC5=C(C(=O)C(=C(C5=N4)C(=O)NC6C(OC(=O)C(N(C(=O)CN(C(=O)C7CCCN7C(=O)C(NC6=O)C(C)C)C)C)C(C)C)C)N)C. Cell line: MDA-MB-435. Synergy scores: CSS=27.5, Synergy_ZIP=7.66, Synergy_Bliss=12.3, Synergy_Loewe=10.8, Synergy_HSA=11.4. (3) Drug 1: COC1=NC(=NC2=C1N=CN2C3C(C(C(O3)CO)O)O)N. Drug 2: CC=C1C(=O)NC(C(=O)OC2CC(=O)NC(C(=O)NC(CSSCCC=C2)C(=O)N1)C(C)C)C(C)C. Cell line: SR. Synergy scores: CSS=62.3, Synergy_ZIP=2.10, Synergy_Bliss=0.0864, Synergy_Loewe=-69.2, Synergy_HSA=-4.13. (4) Drug 1: CCN(CC)CCNC(=O)C1=C(NC(=C1C)C=C2C3=C(C=CC(=C3)F)NC2=O)C. Drug 2: C1=CC=C(C(=C1)C(C2=CC=C(C=C2)Cl)C(Cl)Cl)Cl. Cell line: HT29. Synergy scores: CSS=10.1, Synergy_ZIP=1.53, Synergy_Bliss=5.64, Synergy_Loewe=-17.6, Synergy_HSA=3.25. (5) Drug 1: CS(=O)(=O)CCNCC1=CC=C(O1)C2=CC3=C(C=C2)N=CN=C3NC4=CC(=C(C=C4)OCC5=CC(=CC=C5)F)Cl. Drug 2: CC1C(C(CC(O1)OC2CC(CC3=C2C(=C4C(=C3O)C(=O)C5=CC=CC=C5C4=O)O)(C(=O)C)O)N)O. Cell line: SF-539. Synergy scores: CSS=55.2, Synergy_ZIP=6.50, Synergy_Bliss=9.80, Synergy_Loewe=-33.1, Synergy_HSA=10.1.